Predict the product of the given reaction. From a dataset of Forward reaction prediction with 1.9M reactions from USPTO patents (1976-2016). (1) Given the reactants Cl[C:2]1[C:3]2[CH:10]=[C:9]([C:11]([OH:13])=[O:12])[S:8][C:4]=2[N:5]=[CH:6][N:7]=1.C(N(CC)C(C)C)(C)C.[F:23][C:24]1[CH:30]=[CH:29][C:27]([NH2:28])=[CH:26][CH:25]=1, predict the reaction product. The product is: [F:23][C:24]1[CH:30]=[CH:29][C:27]([NH:28][C:2]2[C:3]3[CH:10]=[C:9]([C:11]([OH:13])=[O:12])[S:8][C:4]=3[N:5]=[CH:6][N:7]=2)=[CH:26][CH:25]=1. (2) Given the reactants [NH:1]1[CH2:3][C@H:2]1[CH2:4][O:5][C:6]1[CH:7]=[C:8]([C:12]2[CH:13]=[C:14]3[C:19](=[C:20]([NH2:22])[N:21]=2)[CH:18]=[N:17][C:16]2[CH:23]=[C:24]([O:29][CH3:30])[C:25]([O:27][CH3:28])=[CH:26][C:15]3=2)[CH:9]=[N:10][CH:11]=1.C(N(C(C)C)CC)(C)C.[C:40]1([P:46](Cl)([C:48]2[CH:53]=[CH:52][CH:51]=[CH:50][CH:49]=2)=[O:47])[CH:45]=[CH:44][CH:43]=[CH:42][CH:41]=1, predict the reaction product. The product is: [C:40]1([P:46]([N:1]2[CH2:3][C@H:2]2[CH2:4][O:5][C:6]2[CH:7]=[C:8]([C:12]3[CH:13]=[C:14]4[C:19](=[C:20]([NH2:22])[N:21]=3)[CH:18]=[N:17][C:16]3[CH:23]=[C:24]([O:29][CH3:30])[C:25]([O:27][CH3:28])=[CH:26][C:15]4=3)[CH:9]=[N:10][CH:11]=2)([C:48]2[CH:53]=[CH:52][CH:51]=[CH:50][CH:49]=2)=[O:47])[CH:41]=[CH:42][CH:43]=[CH:44][CH:45]=1. (3) Given the reactants [F:1][C:2]1[CH:3]=[C:4]([N:17]2[CH2:21][C@H:20]([CH2:22][NH:23][C:24](=O)[CH3:25])[O:19][C:18]2=[O:27])[CH:5]=[CH:6][C:7]=1[CH:8]1[CH2:13][CH2:12][S:11](=[O:15])(=[O:14])[N:10]([CH3:16])[CH2:9]1.COC1C=CC(P2(SP(C3C=CC(OC)=CC=3)(=S)S2)=[S:37])=CC=1, predict the reaction product. The product is: [F:1][C:2]1[CH:3]=[C:4]([N:17]2[CH2:21][C@H:20]([CH2:22][NH:23][C:24](=[S:37])[CH3:25])[O:19][C:18]2=[O:27])[CH:5]=[CH:6][C:7]=1[CH:8]1[CH2:13][CH2:12][S:11](=[O:15])(=[O:14])[N:10]([CH3:16])[CH2:9]1. (4) Given the reactants [C:1]([O:5][C:6]([N:8]1[CH2:13][CH:12]=[C:11]([C:14]2[C:15]([CH3:21])=[N:16][C:17]([NH2:20])=[CH:18][CH:19]=2)[CH2:10][CH2:9]1)=[O:7])([CH3:4])([CH3:3])[CH3:2], predict the reaction product. The product is: [C:1]([O:5][C:6]([N:8]1[CH2:9][CH2:10][CH:11]([C:14]2[C:15]([CH3:21])=[N:16][C:17]([NH2:20])=[CH:18][CH:19]=2)[CH2:12][CH2:13]1)=[O:7])([CH3:4])([CH3:3])[CH3:2]. (5) Given the reactants CC(OC([NH:8][C:9]1[CH:14]=[CH:13][C:12]([C:15]2[S:16][CH:17]=[CH:18][CH:19]=2)=[CH:11][C:10]=1[NH:20][C:21]([C:23]1[CH:28]=[CH:27][C:26]([C:29](=[O:38])[CH2:30][CH2:31][P:32]([CH3:37])(=[O:36])[O:33][CH2:34][CH3:35])=[CH:25][CH:24]=1)=[O:22])=O)(C)C.C(O)(C(F)(F)F)=O.C([O-])(O)=O.[Na+], predict the reaction product. The product is: [NH2:8][C:9]1[CH:14]=[CH:13][C:12]([C:15]2[S:16][CH:17]=[CH:18][CH:19]=2)=[CH:11][C:10]=1[NH:20][C:21]([C:23]1[CH:28]=[CH:27][C:26]([C:29](=[O:38])[CH2:30][CH2:31][P:32]([CH3:37])(=[O:36])[O:33][CH2:34][CH3:35])=[CH:25][CH:24]=1)=[O:22]. (6) Given the reactants [CH:1]1([CH2:8][C:9]([NH:11][C:12]2[CH:21]=[CH:20][CH:19]=[C:18]3[C:13]=2[CH:14]=[CH:15][N:16]([CH:23]([CH2:28][OH:29])[C:24]([O:26]C)=O)[C:17]3=[O:22])=[O:10])[CH2:7][CH2:6][CH2:5][CH2:4][CH2:3][CH2:2]1.[NH3:30], predict the reaction product. The product is: [CH:1]1([CH2:8][C:9]([NH:11][C:12]2[CH:21]=[CH:20][CH:19]=[C:18]3[C:13]=2[CH:14]=[CH:15][N:16]([CH:23]([CH2:28][OH:29])[C:24]([NH2:30])=[O:26])[C:17]3=[O:22])=[O:10])[CH2:2][CH2:3][CH2:4][CH2:5][CH2:6][CH2:7]1. (7) The product is: [C:33]([O:18][CH2:17][C:16]([O:15][CH2:14][C:13]([O:12][C:2]1([CH3:1])[CH:9]2[CH2:8][CH:7]3[CH2:6][CH:5]([CH2:4][CH:3]1[CH2:11]3)[CH2:10]2)=[O:20])=[O:19])(=[O:37])[C:34]([CH3:36])=[CH2:35]. Given the reactants [CH3:1][C:2]1([O:12][C:13](=[O:20])[CH2:14][O:15][C:16](=[O:19])[CH2:17][OH:18])[CH:9]2[CH2:10][CH:5]3[CH2:6][CH:7]([CH2:11][CH:3]1[CH2:4]3)[CH2:8]2.C1COCC1.C(N(CC)CC)C.[C:33](Cl)(=[O:37])[C:34]([CH3:36])=[CH2:35], predict the reaction product.